Dataset: Full USPTO retrosynthesis dataset with 1.9M reactions from patents (1976-2016). Task: Predict the reactants needed to synthesize the given product. (1) Given the product [CH3:42][N:32]1[CH:33]=[C:34]([C:36]2[CH:41]=[CH:40][CH:39]=[CH:38][CH:37]=2)[N:35]=[C:31]1[C@H:28]1[CH2:27][CH2:26][C@H:25]([C:23]([NH:22][CH2:21][CH2:20][NH:19][C:12]([C:10]2[C:9]([C:15]([F:18])([F:17])[F:16])=[N:8][N:7]([C:1]3[CH:2]=[CH:3][CH:4]=[CH:5][CH:6]=3)[CH:11]=2)=[O:14])=[O:24])[CH2:30][CH2:29]1, predict the reactants needed to synthesize it. The reactants are: [C:1]1([N:7]2[CH:11]=[C:10]([C:12]([OH:14])=O)[C:9]([C:15]([F:18])([F:17])[F:16])=[N:8]2)[CH:6]=[CH:5][CH:4]=[CH:3][CH:2]=1.[NH2:19][CH2:20][CH2:21][NH:22][C:23]([C@H:25]1[CH2:30][CH2:29][C@H:28]([C:31]2[N:32]([CH3:42])[CH:33]=[C:34]([C:36]3[CH:41]=[CH:40][CH:39]=[CH:38][CH:37]=3)[N:35]=2)[CH2:27][CH2:26]1)=[O:24].CCN=C=NCCCN(C)C.Cl.C1C=CC2N(O)N=NC=2C=1.O.C(N(CC)CC)C. (2) Given the product [Br:1][CH2:2][CH:3]([CH:5]1[O:10][C:9]2[CH:11]=[CH:12][CH:13]=[CH:14][C:8]=2[O:7][CH2:6]1)[OH:4], predict the reactants needed to synthesize it. The reactants are: [Br:1][CH2:2][C:3]([CH:5]1[O:10][C:9]2[CH:11]=[CH:12][CH:13]=[CH:14][C:8]=2[O:7][CH2:6]1)=[O:4].[BH4-].[Na+]. (3) Given the product [Cl:43][C:42]1[CH:41]=[C:40]2[C:36]([C:37]([C:44]([OH:46])=[O:45])=[N:38][NH:39]2)=[CH:35][C:34]=1[C:2]1[CH:11]=[CH:10][C:5]([O:6][CH2:7][CH2:8][OH:9])=[CH:4][CH:3]=1, predict the reactants needed to synthesize it. The reactants are: Br[C:2]1[CH:11]=[CH:10][C:5]([O:6][CH2:7][CH2:8][OH:9])=[CH:4][CH:3]=1.CC1(C)COB(B2OCC(C)(C)CO2)OC1.C([O-])(=O)C.[K+].Br[C:34]1[CH:35]=[C:36]2[C:40](=[CH:41][C:42]=1[Cl:43])[NH:39][N:38]=[C:37]2[C:44]([OH:46])=[O:45].C(=O)([O-])[O-].[K+].[K+].Cl.